Predict the product of the given reaction. From a dataset of Forward reaction prediction with 1.9M reactions from USPTO patents (1976-2016). (1) The product is: [I:1][C:2]1[CH:3]=[CH:4][C:5]([C:8](=[O:21])/[C:9](/[S:10]([CH2:13][C:14]2[CH:19]=[CH:18][C:17]([I:20])=[CH:16][CH:15]=2)(=[O:11])=[O:12])=[CH:27]\[C:26]2[CH:29]=[CH:30][C:23]([I:22])=[CH:24][CH:25]=2)=[CH:6][CH:7]=1. Given the reactants [I:1][C:2]1[CH:7]=[CH:6][C:5]([C:8](=[O:21])[CH2:9][S:10]([CH2:13][C:14]2[CH:19]=[CH:18][C:17]([I:20])=[CH:16][CH:15]=2)(=[O:12])=[O:11])=[CH:4][CH:3]=1.[I:22][C:23]1[CH:30]=[CH:29][C:26]([CH:27]=O)=[CH:25][CH:24]=1, predict the reaction product. (2) Given the reactants CC(=C)C.[C:5]1(=[O:11])[O:10][C:8](=[O:9])[CH:7]=[CH:6]1.C(N)CCC.CN1CCCC1=O.C([NH:28][C:29](=[O:35])/[CH:30]=[CH:31]\[C:32](O)=[O:33])CCC, predict the reaction product. The product is: [C:29]1(=[O:35])[NH:28][C:32](=[O:33])[CH:31]=[CH:30]1.[C:8]1(=[O:9])[O:10][C:5](=[O:11])[CH:6]=[CH:7]1. (3) Given the reactants C(OC(=O)/[N:7]=[C:8]1\[N:9]([CH2:29][C:30]2[CH:35]=[CH:34][CH:33]=[CH:32][CH:31]=2)[C:10](=[O:28])[NH:11]\[C:12]\1=[CH:13]/[C:14]1[CH:19]=[CH:18][C:17]([N:20]2[CH:24]=[C:23]([CH3:25])[N:22]=[CH:21]2)=[C:16]([O:26][CH3:27])[CH:15]=1)(C)(C)C.FC(F)(F)C(O)=O, predict the reaction product. The product is: [CH2:29]([N:9]1[C:8](=[NH:7])/[C:12](=[CH:13]/[C:14]2[CH:19]=[CH:18][C:17]([N:20]3[CH:24]=[C:23]([CH3:25])[N:22]=[CH:21]3)=[C:16]([O:26][CH3:27])[CH:15]=2)/[NH:11][C:10]1=[O:28])[C:30]1[CH:35]=[CH:34][CH:33]=[CH:32][CH:31]=1. (4) Given the reactants Br[C:2]1[C:3]([F:20])=[CH:4][C:5]([F:19])=[C:6]([C@:8]2([CH3:18])[CH2:13][N:12]3[CH:14]=[CH:15][N:16]=[C:11]3[C:10]([NH2:17])=[N:9]2)[CH:7]=1.[Cl:21][C:22]1[CH:23]=[C:24](B(O)O)[CH:25]=[N:26][CH:27]=1.C(=O)([O-])[O-].[K+].[K+], predict the reaction product. The product is: [Cl:21][C:22]1[CH:23]=[C:24]([C:2]2[C:3]([F:20])=[CH:4][C:5]([F:19])=[C:6]([C@:8]3([CH3:18])[CH2:13][N:12]4[CH:14]=[CH:15][N:16]=[C:11]4[C:10]([NH2:17])=[N:9]3)[CH:7]=2)[CH:25]=[N:26][CH:27]=1. (5) Given the reactants C(O[C:4]([O:6][NH:7]/[C:8](=[N:42]/[H])/[C:9]1[CH:14]=[CH:13][C:12]([C:15]2[N:20]3[CH:21]=[C:22]([CH:24]=[CH:25][C:26]4[CH:35]=[CH:34][C:33]5[C:28](=[CH:29][CH:30]=[CH:31][CH:32]=5)[N:27]=4)[N:23]=[C:19]3[C:18]([N:36]3[CH2:41][CH2:40][O:39][CH2:38][CH2:37]3)=[N:17][CH:16]=2)=[CH:11][N:10]=1)=[O:5])C.C1CCN2C(=NCCC2)CC1.O.Cl, predict the reaction product. The product is: [O:39]1[CH2:40][CH2:41][N:36]([C:18]2[C:19]3[N:20]([CH:21]=[C:22](/[CH:24]=[CH:25]/[C:26]4[CH:35]=[CH:34][C:33]5[C:28](=[CH:29][CH:30]=[CH:31][CH:32]=5)[N:27]=4)[N:23]=3)[C:15]([C:12]3[CH:13]=[CH:14][C:9]([C:8]4[N:42]=[C:4]([OH:5])[O:6][N:7]=4)=[N:10][CH:11]=3)=[CH:16][N:17]=2)[CH2:37][CH2:38]1. (6) The product is: [CH2:27]([N:29]([CH2:30][CH3:31])[C:2]1[CH:7]=[CH:6][C:5]([C:8]2[N:12]=[C:11]([C:13]3[CH:17]=[C:16]([CH3:18])[N:15]([CH2:19][C:20]4[CH:25]=[CH:24][C:23]([CH3:26])=[CH:22][CH:21]=4)[N:14]=3)[O:10][N:9]=2)=[CH:4][CH:3]=1)[CH3:28]. Given the reactants I[C:2]1[CH:7]=[CH:6][C:5]([C:8]2[N:12]=[C:11]([C:13]3[CH:17]=[C:16]([CH3:18])[N:15]([CH2:19][C:20]4[CH:25]=[CH:24][C:23]([CH3:26])=[CH:22][CH:21]=4)[N:14]=3)[O:10][N:9]=2)=[CH:4][CH:3]=1.[CH2:27]([NH:29][CH2:30][CH3:31])[CH3:28].C1(P(C2CCCCC2)C2C=CC=CC=2C2C=CC=CC=2)CCCCC1.C1(C)C=CC=CC=1, predict the reaction product. (7) Given the reactants Br.Br[CH2:3][C:4]1[CH:9]=[CH:8][N:7]=[CH:6][CH:5]=1.[NH:10]1[CH:14]=[CH:13][N:12]=[CH:11]1.C([O-])([O-])=O.[K+].[K+], predict the reaction product. The product is: [N:10]1([CH2:3][C:4]2[CH:9]=[CH:8][N:7]=[CH:6][CH:5]=2)[CH:14]=[CH:13][N:12]=[CH:11]1. (8) Given the reactants [Cl:1][C:2]1[N:7]=[C:6]([NH:8][CH:9]2[CH2:14][CH2:13][CH2:12][CH:11]([NH2:15])[CH2:10]2)[CH:5]=[C:4]([I:16])[CH:3]=1.C(N(CC)CC)C.[O:24](C(OC(C)(C)C)=O)[C:25]([O:27][C:28]([CH3:31])([CH3:30])[CH3:29])=O, predict the reaction product. The product is: [Cl:1][C:2]1[N:7]=[C:6]([NH:8][CH:9]2[CH2:14][CH2:13][CH2:12][CH:11]([NH:15][C:25](=[O:24])[O:27][C:28]([CH3:31])([CH3:30])[CH3:29])[CH2:10]2)[CH:5]=[C:4]([I:16])[CH:3]=1. (9) Given the reactants C[O:2][C:3](=O)[C@@H:4]([NH:16][C:17](=[O:56])[C@@H:18]([NH:41][CH2:42][C:43]1[CH:48]=[CH:47][C:46]([O:49][C:50]2[CH:55]=[CH:54][CH:53]=[CH:52][CH:51]=2)=[CH:45][CH:44]=1)[CH2:19][CH2:20][CH2:21][CH2:22][NH:23][C:24](OCC1C2C=CC=CC=2C2C1=CC=CC=2)=[O:25])[CH2:5][C:6]1[CH:15]=[CH:14][C:13]2[C:8](=[CH:9][CH:10]=[CH:11][CH:12]=2)[CH:7]=1.[CH2:58]([OH:62])[CH2:59][CH2:60][CH3:61].[C:63](O)(=O)[CH3:64], predict the reaction product. The product is: [CH:64]1[C:63]2[CH:59]([CH2:58][O:62][C:24](=[O:25])[NH:23][CH2:22][CH2:21][CH2:20][CH2:19][C@H:18]3[C:17](=[O:56])[NH:16][C@@H:4]([CH2:5][C:6]4[CH:15]=[CH:14][C:13]5[C:8](=[CH:9][CH:10]=[CH:11][CH:12]=5)[CH:7]=4)[C:3](=[O:2])[N:41]3[CH2:42][C:43]3[CH:44]=[CH:45][C:46]([O:49][C:50]4[CH:51]=[CH:52][CH:53]=[CH:54][CH:55]=4)=[CH:47][CH:48]=3)[C:60]3[C:7](=[CH:8][CH:9]=[CH:10][CH:61]=3)[C:6]=2[CH:5]=[CH:4][CH:3]=1.